From a dataset of Forward reaction prediction with 1.9M reactions from USPTO patents (1976-2016). Predict the product of the given reaction. (1) Given the reactants ClC1C(C2C=NC=NC=2)=CC(C(NC2C=CC(OC(Cl)(F)F)=CC=2)=O)=CN=1.CC(N(C([O-])=O)C1CN(C(F)(F)F)CC1)(C)C.CCN(C(C)C)C(C)C.[Cl:54][C:55]([F:96])([F:95])[O:56][C:57]1[CH:62]=[CH:61][C:60]([NH:63][C:64]([C:66]2[CH:67]=[C:68]([C:89]3[CH:90]=[N:91][CH:92]=[N:93][CH:94]=3)[C:69]([N:72]3[CH2:76][CH2:75][C@:74]([NH:81]C(=O)OC(C)(C)C)([C:77]([F:80])([F:79])[F:78])[CH2:73]3)=[N:70][CH:71]=2)=[O:65])=[CH:59][CH:58]=1.C(O)(C(F)(F)F)=O, predict the reaction product. The product is: [NH2:81][C@:74]1([C:77]([F:80])([F:79])[F:78])[CH2:75][CH2:76][N:72]([C:69]2[C:68]([C:89]3[CH:94]=[N:93][CH:92]=[N:91][CH:90]=3)=[CH:67][C:66]([C:64]([NH:63][C:60]3[CH:61]=[CH:62][C:57]([O:56][C:55]([Cl:54])([F:95])[F:96])=[CH:58][CH:59]=3)=[O:65])=[CH:71][N:70]=2)[CH2:73]1. (2) Given the reactants [NH2:1][C:2]1[CH:11]=[CH:10][C:5]([C:6]([NH:8][OH:9])=[NH:7])=[CH:4][N:3]=1.[CH3:12][C:13]1[N:18]=[C:17]([C:19](O)=O)[CH:16]=[C:15]([C:22]2[CH:27]=[CH:26][C:25]([C:28]([F:31])([F:30])[F:29])=[CH:24][CH:23]=2)[CH:14]=1, predict the reaction product. The product is: [CH3:19][C:17]1[N:18]=[C:13]([C:12]2[O:9][N:8]=[C:6]([C:5]3[CH:10]=[CH:11][C:2]([NH2:1])=[N:3][CH:4]=3)[N:7]=2)[CH:14]=[C:15]([C:22]2[CH:23]=[CH:24][C:25]([C:28]([F:31])([F:30])[F:29])=[CH:26][CH:27]=2)[CH:16]=1. (3) Given the reactants [CH3:1][O:2][C:3]1[C:8]2[S:9][C:10]3[CH:15]=[CH:14][CH:13]=[CH:12][C:11]=3[C:7]=2[CH:6]=[CH:5][CH:4]=1.[N+:16]([O-])([OH:18])=[O:17].O, predict the reaction product. The product is: [CH3:1][O:2][C:3]1[C:8]2[S:9][C:10]3[CH:15]=[CH:14][CH:13]=[CH:12][C:11]=3[C:7]=2[C:6]([N+:16]([O-:18])=[O:17])=[CH:5][CH:4]=1. (4) Given the reactants C1(P(C2C=CC=CC=2)C2C=CC=CC=2)C=CC=CC=1.C1COCC1.C(Br)(Br)(Br)[Br:26].[CH2:30]([NH:42][C:43](=[O:63])[C:44]1[CH:49]=[C:48]([C:50]2[CH:55]=[CH:54][CH:53]=[C:52]([O:56][CH3:57])[CH:51]=2)[C:47]([O:58][CH2:59][CH2:60]O)=[C:46]([Br:62])[CH:45]=1)[CH2:31][CH2:32][CH2:33][CH2:34][CH2:35][CH2:36][CH2:37][CH2:38][CH2:39][CH2:40][CH3:41], predict the reaction product. The product is: [CH2:30]([NH:42][C:43](=[O:63])[C:44]1[CH:49]=[C:48]([C:50]2[CH:55]=[CH:54][CH:53]=[C:52]([O:56][CH3:57])[CH:51]=2)[C:47]([O:58][CH2:59][CH2:60][Br:26])=[C:46]([Br:62])[CH:45]=1)[CH2:31][CH2:32][CH2:33][CH2:34][CH2:35][CH2:36][CH2:37][CH2:38][CH2:39][CH2:40][CH3:41]. (5) Given the reactants [F:1][C:2]([F:17])([S:13]([O-:16])(=[O:15])=[O:14])[C:3]([F:12])([F:11])[C:4]([F:10])([F:9])[C:5]([F:8])([F:7])[F:6].[K+].[Br-].[CH2:20]([C:29]1[SH+:30][CH:31]=[CH:32][CH:33]=1)[C:21]([C:23]1[CH:28]=[CH:27][CH:26]=[CH:25][CH:24]=1)=[O:22], predict the reaction product. The product is: [F:17][C:2]([F:1])([S:13]([O-:16])(=[O:15])=[O:14])[C:3]([F:11])([F:12])[C:4]([F:10])([F:9])[C:5]([F:8])([F:7])[F:6].[CH2:20]([C:29]1[SH+:30][CH:31]=[CH:32][CH:33]=1)[C:21]([C:23]1[CH:28]=[CH:27][CH:26]=[CH:25][CH:24]=1)=[O:22]. (6) The product is: [C:1]([O:5][C:6]([N:8]1[CH2:9][CH2:10][CH:11]([CH2:14][O:15][CH2:16][CH:17]([NH:25][C:35]([C:33]2[S:32][C:31]3[CH:38]=[C:27]([Cl:26])[CH:28]=[CH:29][C:30]=3[CH:34]=2)=[O:36])[C:18]2[CH:23]=[CH:22][CH:21]=[CH:20][C:19]=2[Cl:24])[CH2:12][CH2:13]1)=[O:7])([CH3:4])([CH3:2])[CH3:3]. Given the reactants [C:1]([O:5][C:6]([N:8]1[CH2:13][CH2:12][CH:11]([CH2:14][O:15][CH2:16][CH:17]([NH2:25])[C:18]2[CH:23]=[CH:22][CH:21]=[CH:20][C:19]=2[Cl:24])[CH2:10][CH2:9]1)=[O:7])([CH3:4])([CH3:3])[CH3:2].[Cl:26][C:27]1[CH:28]=[CH:29][C:30]2[CH:34]=[C:33]([C:35](O)=[O:36])[S:32][C:31]=2[CH:38]=1, predict the reaction product.